This data is from Full USPTO retrosynthesis dataset with 1.9M reactions from patents (1976-2016). The task is: Predict the reactants needed to synthesize the given product. (1) Given the product [CH3:14][O:15][C:16](=[O:25])[CH2:17][C:18]1[CH:23]=[CH:22][CH:21]=[C:20]([O:24][CH2:37][CH:34]([C:33]2[O:32][C:31]([C:38]3[CH:43]=[CH:42][C:41]([C:44]([F:45])([F:46])[F:47])=[CH:40][CH:39]=3)=[N:30][C:29]=2[CH:26]([CH3:28])[CH3:27])[CH3:35])[CH:19]=1, predict the reactants needed to synthesize it. The reactants are: C(P(CCCC)CCCC)CCC.[CH3:14][O:15][C:16](=[O:25])[CH2:17][C:18]1[CH:23]=[CH:22][CH:21]=[C:20]([OH:24])[CH:19]=1.[CH:26]([C:29]1[N:30]=[C:31]([C:38]2[CH:43]=[CH:42][C:41]([C:44]([F:47])([F:46])[F:45])=[CH:40][CH:39]=2)[O:32][C:33]=1[CH:34]([CH3:37])[CH2:35]O)([CH3:28])[CH3:27]. (2) Given the product [CH3:15][C:11]1([CH3:16])[C:12](=[O:14])[C:17]2[CH:18]=[CH:19][C:20]([CH3:21])=[C:8]([CH3:7])[C:9]=2[O:10]1, predict the reactants needed to synthesize it. The reactants are: C(Cl)(=O)C(Cl)=O.[CH3:7][C:8]1[C:20]([CH3:21])=[CH:19][CH:18]=[CH:17][C:9]=1[O:10][C:11]([CH3:16])([CH3:15])[C:12]([OH:14])=O.[Cl-].[Al+3].[Cl-].[Cl-].